Dataset: NCI-60 drug combinations with 297,098 pairs across 59 cell lines. Task: Regression. Given two drug SMILES strings and cell line genomic features, predict the synergy score measuring deviation from expected non-interaction effect. (1) Drug 1: COC1=C2C(=CC3=C1OC=C3)C=CC(=O)O2. Drug 2: C1CNP(=O)(OC1)N(CCCl)CCCl. Cell line: UACC-257. Synergy scores: CSS=-4.70, Synergy_ZIP=1.76, Synergy_Bliss=-0.294, Synergy_Loewe=-3.92, Synergy_HSA=-4.01. (2) Drug 2: N.N.Cl[Pt+2]Cl. Drug 1: CC1OCC2C(O1)C(C(C(O2)OC3C4COC(=O)C4C(C5=CC6=C(C=C35)OCO6)C7=CC(=C(C(=C7)OC)O)OC)O)O. Synergy scores: CSS=26.7, Synergy_ZIP=1.60, Synergy_Bliss=-0.135, Synergy_Loewe=-21.1, Synergy_HSA=-3.45. Cell line: SW-620. (3) Drug 1: C1CC(=O)NC(=O)C1N2CC3=C(C2=O)C=CC=C3N. Drug 2: CC1CCC2CC(C(=CC=CC=CC(CC(C(=O)C(C(C(=CC(C(=O)CC(OC(=O)C3CCCCN3C(=O)C(=O)C1(O2)O)C(C)CC4CCC(C(C4)OC)OCCO)C)C)O)OC)C)C)C)OC. Cell line: MOLT-4. Synergy scores: CSS=27.5, Synergy_ZIP=4.34, Synergy_Bliss=5.12, Synergy_Loewe=-25.0, Synergy_HSA=2.05. (4) Drug 1: CC1C(C(=O)NC(C(=O)N2CCCC2C(=O)N(CC(=O)N(C(C(=O)O1)C(C)C)C)C)C(C)C)NC(=O)C3=C4C(=C(C=C3)C)OC5=C(C(=O)C(=C(C5=N4)C(=O)NC6C(OC(=O)C(N(C(=O)CN(C(=O)C7CCCN7C(=O)C(NC6=O)C(C)C)C)C)C(C)C)C)N)C. Drug 2: N.N.Cl[Pt+2]Cl. Cell line: K-562. Synergy scores: CSS=72.8, Synergy_ZIP=5.65, Synergy_Bliss=6.75, Synergy_Loewe=-6.51, Synergy_HSA=11.1. (5) Drug 1: C1CC(CNC1)C2=CC=C(C=C2)N3C=C4C=CC=C(C4=N3)C(=O)N. Drug 2: CC1=C(C(=CC=C1)Cl)NC(=O)C2=CN=C(S2)NC3=CC(=NC(=N3)C)N4CCN(CC4)CCO. Cell line: NCIH23. Synergy scores: CSS=44.0, Synergy_ZIP=-5.42, Synergy_Bliss=-3.16, Synergy_Loewe=3.72, Synergy_HSA=4.82. (6) Drug 1: CC1=C2C(C(=O)C3(C(CC4C(C3C(C(C2(C)C)(CC1OC(=O)C(C(C5=CC=CC=C5)NC(=O)C6=CC=CC=C6)O)O)OC(=O)C7=CC=CC=C7)(CO4)OC(=O)C)O)C)OC(=O)C. Drug 2: CN(CC1=CN=C2C(=N1)C(=NC(=N2)N)N)C3=CC=C(C=C3)C(=O)NC(CCC(=O)O)C(=O)O. Cell line: OVCAR3. Synergy scores: CSS=42.3, Synergy_ZIP=3.47, Synergy_Bliss=7.28, Synergy_Loewe=-8.68, Synergy_HSA=1.89.